From a dataset of Forward reaction prediction with 1.9M reactions from USPTO patents (1976-2016). Predict the product of the given reaction. (1) Given the reactants [CH2:1]([O:3][C:4]#[C:5][C:6]1[CH:7]=[C:8]([O:23][C:24]([F:27])([F:26])[F:25])[CH:9]=[C:10]2[C:15]=1[O:14][CH:13]([C:16]([F:19])([F:18])[F:17])[C:12]([C:20]([OH:22])=[O:21])=[CH:11]2)[CH3:2].[OH:28]S(O)(=O)=O, predict the reaction product. The product is: [CH2:1]([O:3][C:4](=[O:28])[CH2:5][C:6]1[CH:7]=[C:8]([O:23][C:24]([F:25])([F:27])[F:26])[CH:9]=[C:10]2[C:15]=1[O:14][CH:13]([C:16]([F:17])([F:18])[F:19])[C:12]([C:20]([OH:22])=[O:21])=[CH:11]2)[CH3:2]. (2) Given the reactants [Cl:1][C:2]1[CH:7]=[CH:6][C:5]([N:8]2[C:16]([CH:17]([CH:29]3[CH2:34][CH2:33][CH2:32][CH2:31][CH2:30]3)[CH2:18][O:19][C:20]3[CH:27]=[CH:26][C:23]([C:24]#[N:25])=[CH:22][C:21]=3[F:28])=[C:15]3[C:10]([CH:11]=[C:12]([F:36])[C:13]([F:35])=[CH:14]3)=[N:9]2)=[CH:4][CH:3]=1.[N-:37]=[N+:38]=[N-:39].[Na+].Cl.C(N(CC)CC)C, predict the reaction product. The product is: [Cl:1][C:2]1[CH:7]=[CH:6][C:5]([N:8]2[C:16]([CH:17]([CH:29]3[CH2:30][CH2:31][CH2:32][CH2:33][CH2:34]3)[CH2:18][O:19][C:20]3[CH:27]=[CH:26][C:23]([C:24]4[N:37]=[N:38][NH:39][N:25]=4)=[CH:22][C:21]=3[F:28])=[C:15]3[C:10]([CH:11]=[C:12]([F:36])[C:13]([F:35])=[CH:14]3)=[N:9]2)=[CH:4][CH:3]=1. (3) The product is: [F:1][C:2]1[CH:10]=[C:9]([C:11]2[N:14]=[C:15]([C:17]([F:20])([F:19])[F:18])[O:13][N:12]=2)[CH:8]=[CH:7][C:3]=1[C:4]([OH:6])=[O:5]. Given the reactants [F:1][C:2]1[CH:10]=[C:9]([C:11](=[NH:14])[NH:12][OH:13])[CH:8]=[CH:7][C:3]=1[C:4]([OH:6])=[O:5].[C:15](O[C:15]([C:17]([F:20])([F:19])[F:18])=O)([C:17]([F:20])([F:19])[F:18])=O, predict the reaction product. (4) Given the reactants N(C(OCC)=O)=NC(OCC)=O.C1(P(C2C=CC=CC=2)C2C=CC=CC=2)C=CC=CC=1.[CH:32]1([C@@H:35]2[O:40][CH2:39][C@@:38]([NH:49][C:50]([NH:52][C:53](=[O:60])[C:54]3[CH:59]=[CH:58][CH:57]=[CH:56][CH:55]=3)=[S:51])([C:41]3[CH:46]=[CH:45][C:44]([F:47])=[CH:43][C:42]=3[F:48])[C@H:37]([C@@H:61](O)[CH3:62])[CH2:36]2)[CH2:34][CH2:33]1, predict the reaction product. The product is: [CH:32]1([C@@H:35]2[O:40][CH2:39][C@:38]3([C:41]4[CH:46]=[CH:45][C:44]([F:47])=[CH:43][C:42]=4[F:48])[N:49]=[C:50]([NH:52][C:53](=[O:60])[C:54]4[CH:55]=[CH:56][CH:57]=[CH:58][CH:59]=4)[S:51][C@H:61]([CH3:62])[C@@H:37]3[CH2:36]2)[CH2:34][CH2:33]1. (5) Given the reactants [Cl:1][C:2]1[CH:10]=[CH:9][C:8]2[NH:7][C:6]3[CH2:11][CH2:12][N:13]([CH3:16])[CH2:14][CH2:15][C:5]=3[C:4]=2[CH:3]=1.Br[CH:18]=[C:19]([C:21]1[CH:26]=[CH:25][CH:24]=[C:23]([F:27])[CH:22]=1)[CH3:20].N1CCC[C@H]1C(O)=O.[O-]P([O-])([O-])=O.[K+].[K+].[K+], predict the reaction product. The product is: [Cl:1][C:2]1[CH:10]=[CH:9][C:8]2[N:7](/[CH:18]=[C:19](\[C:21]3[CH:26]=[CH:25][CH:24]=[C:23]([F:27])[CH:22]=3)/[CH3:20])[C:6]3[CH2:11][CH2:12][N:13]([CH3:16])[CH2:14][CH2:15][C:5]=3[C:4]=2[CH:3]=1. (6) Given the reactants [F:1][C:2]1[CH:7]=[CH:6][CH:5]=[CH:4][C:3]=1I.C1(P(C2CCCCC2)C2C=CC=CC=2C2C(C(C)C)=CC(C(C)C)=CC=2C(C)C)CCCCC1.[NH2:43][C:44]1[CH:56]=[C:55]([CH2:57][CH2:58][C:59]2[CH:64]=[CH:63][CH:62]=[CH:61][CH:60]=2)[CH:54]=[CH:53][C:45]=1[C:46]([O:48][C:49]([CH3:52])([CH3:51])[CH3:50])=[O:47].C(=O)([O-])[O-].[Cs+].[Cs+].Cl, predict the reaction product. The product is: [F:1][C:2]1[CH:7]=[CH:6][CH:5]=[CH:4][C:3]=1[NH:43][C:44]1[CH:56]=[C:55]([CH2:57][CH2:58][C:59]2[CH:60]=[CH:61][CH:62]=[CH:63][CH:64]=2)[CH:54]=[CH:53][C:45]=1[C:46]([O:48][C:49]([CH3:52])([CH3:51])[CH3:50])=[O:47]. (7) Given the reactants [NH2:1][C:2]1[C:3]([C:14]([OH:16])=O)=[CH:4][C:5]([Br:13])=[C:6]2[C:11]=1[N:10]([CH3:12])[CH2:9][CH2:8][CH2:7]2.[NH2:17][C@H:18]1[CH2:23][CH2:22][CH2:21][CH2:20][C@@H:19]1[OH:24].F[P-](F)(F)(F)(F)F.N1(O[P+](N(C)C)(N(C)C)N(C)C)C2C=CC=CC=2N=N1.CCN(CC)CC, predict the reaction product. The product is: [NH2:1][C:2]1[C:3]([C:14]([NH:17][C@H:18]2[CH2:23][CH2:22][CH2:21][CH2:20][C@@H:19]2[OH:24])=[O:16])=[CH:4][C:5]([Br:13])=[C:6]2[C:11]=1[N:10]([CH3:12])[CH2:9][CH2:8][CH2:7]2. (8) Given the reactants [CH:1]12[NH:8][CH:5]([CH2:6][CH2:7]1)[CH2:4][CH:3]([NH:9][C:10](=[O:19])[CH2:11][CH2:12][CH2:13][C:14]1[N:15]=[N:16][NH:17][CH:18]=1)[CH2:2]2.[C:20](Cl)(=[O:31])[O:21][CH2:22][C:23]1[CH:28]=[C:27]([Cl:29])[CH:26]=[C:25]([Cl:30])[CH:24]=1.[OH-].[Na+], predict the reaction product. The product is: [NH:17]1[CH:18]=[C:14]([CH2:13][CH2:12][CH2:11][C:10]([NH:9][CH:3]2[CH2:2][CH:1]3[N:8]([C:20]([O:21][CH2:22][C:23]4[CH:24]=[C:25]([Cl:30])[CH:26]=[C:27]([Cl:29])[CH:28]=4)=[O:31])[CH:5]([CH2:6][CH2:7]3)[CH2:4]2)=[O:19])[N:15]=[N:16]1. (9) Given the reactants Br[CH2:2][C:3]1[CH:12]=[CH:11][C:6]([C:7]([O:9][CH3:10])=[O:8])=[CH:5][C:4]=1[C:13]([F:16])([F:15])[F:14].[CH:17]1([NH2:20])[CH2:19][CH2:18]1.C([O-])([O-])=O.[K+].[K+], predict the reaction product. The product is: [CH:17]1([NH:20][CH2:2][C:3]2[CH:12]=[CH:11][C:6]([C:7]([O:9][CH3:10])=[O:8])=[CH:5][C:4]=2[C:13]([F:16])([F:15])[F:14])[CH2:19][CH2:18]1. (10) Given the reactants [F:1][C:2]1[S:6][C:5]([C@:7]23[CH2:15][N:14]([C:16]4[N:21]=[CH:20][CH:19]=[CH:18][N:17]=4)[CH2:13][C@H:12]2[CH2:11][S:10][C:9]([NH:22]C(=O)C2C=CC=CC=2)=[N:8]3)=[CH:4][CH:3]=1.[OH-].[Li+], predict the reaction product. The product is: [F:1][C:2]1[S:6][C:5]([C@:7]23[CH2:15][N:14]([C:16]4[N:17]=[CH:18][CH:19]=[CH:20][N:21]=4)[CH2:13][C@H:12]2[CH2:11][S:10][C:9]([NH2:22])=[N:8]3)=[CH:4][CH:3]=1.